Dataset: Reaction yield outcomes from USPTO patents with 853,638 reactions. Task: Predict the reaction yield, written as a fraction of the theoretical maximum amount of product (1.0 means a 100% yield; for example, 0.34 means a 34% yield). The reactants are [C:1]([NH:4][C:5]1[S:6][CH:7]=[C:8]([C:10]2[CH:15]=[CH:14][C:13]([CH2:16][CH2:17][NH:18][CH:19]([NH:28]C(=O)OC(C)(C)C)[NH:20]C(=O)OC(C)(C)C)=[CH:12][CH:11]=2)[N:9]=1)(=[O:3])[CH3:2].[ClH:36]. The catalyst is O1CCOCC1. The product is [ClH:36].[NH2:28][C:19]([NH:18][CH2:17][CH2:16][C:13]1[CH:12]=[CH:11][C:10]([C:8]2[N:9]=[C:5]([NH:4][C:1](=[O:3])[CH3:2])[S:6][CH:7]=2)=[CH:15][CH:14]=1)=[NH:20]. The yield is 0.436.